Predict which catalyst facilitates the given reaction. From a dataset of Catalyst prediction with 721,799 reactions and 888 catalyst types from USPTO. (1) The catalyst class is: 8. Product: [Br:1][C:2]1[CH:7]=[C:6]([F:8])[CH:5]=[CH:4][C:3]=1[CH:9]1[C:14]([C:15]([O:17][CH2:18][CH3:19])=[O:16])=[C:13]([CH2:20][N:27]2[CH2:32][CH2:31][O:30][CH2:29][CH:28]2[C:33](=[O:34])[NH2:35])[NH:12][C:11]([C:22]2[S:23][CH:24]=[CH:25][N:26]=2)=[N:10]1. Reactant: [Br:1][C:2]1[CH:7]=[C:6]([F:8])[CH:5]=[CH:4][C:3]=1[CH:9]1[C:14]([C:15]([O:17][CH2:18][CH3:19])=[O:16])=[C:13]([CH2:20]Br)[NH:12][C:11]([C:22]2[S:23][CH:24]=[CH:25][N:26]=2)=[N:10]1.[NH:27]1[CH2:32][CH2:31][O:30][CH2:29][CH:28]1[C:33]([NH2:35])=[O:34].C(=O)([O-])[O-].[K+].[K+]. (2) Reactant: C1(S([N:10]2[C:18]3[C:13](=[C:14]([C:19]4[CH:24]=[C:23]([CH:25]([CH3:27])[CH3:26])[CH:22]=[C:21]([CH:28]([CH3:30])[CH3:29])[C:20]=4[O:31][CH2:32][CH2:33][CH2:34][CH3:35])[CH:15]=[CH:16][CH:17]=3)[CH:12]=[C:11]2[C:36]([CH3:41])=[CH:37][C:38]([OH:40])=[O:39])(=O)=O)C=CC=CC=1.[OH-].[K+].Cl. Product: [CH2:32]([O:31][C:20]1[C:21]([CH:28]([CH3:30])[CH3:29])=[CH:22][C:23]([CH:25]([CH3:26])[CH3:27])=[CH:24][C:19]=1[C:14]1[CH:15]=[CH:16][CH:17]=[C:18]2[C:13]=1[CH:12]=[C:11]([C:36]([CH3:41])=[CH:37][C:38]([OH:40])=[O:39])[NH:10]2)[CH2:33][CH2:34][CH3:35]. The catalyst class is: 714. (3) Reactant: [CH3:1][C:2](C)([O-])[CH3:3].[K+].[C:7]([O:11][C:12](=[O:43])[N:13]([C:22]1[S:23][C@:24]2([CH2:39][N:40]=[N+:41]=[N-:42])[C@H:26]([C@:27]([C:31]3[CH:36]=[C:35]([Br:37])[CH:34]=[CH:33][C:32]=3[F:38])([CH2:29][F:30])[N:28]=1)[CH2:25]2)[CH2:14][O:15][CH2:16][CH2:17][Si:18]([CH3:21])([CH3:20])[CH3:19])([CH3:10])([CH3:9])[CH3:8].CC(C)=O.C([O-])(O)=O.[Na+]. Product: [C:7]([O:11][C:12](=[O:43])[N:13]([C:22]1[S:23][C@:24]2([CH2:39][N:40]3[C:2]([CH3:3])=[CH:1][N:42]=[N:41]3)[C@H:26]([C@:27]([C:31]3[CH:36]=[C:35]([Br:37])[CH:34]=[CH:33][C:32]=3[F:38])([CH2:29][F:30])[N:28]=1)[CH2:25]2)[CH2:14][O:15][CH2:16][CH2:17][Si:18]([CH3:19])([CH3:21])[CH3:20])([CH3:10])([CH3:8])[CH3:9]. The catalyst class is: 1. (4) Reactant: NC(N)=[S:3].S(=O)(=O)(O)O.Br[C:11]1[S:12][C:13]2[CH:19]=[C:18]([C:20]3[CH:21]=[C:22]([CH2:34][CH2:35][C:36]([O:38]CC)=[O:37])[CH:23]=[CH:24][C:25]=3[O:26][CH2:27][CH:28]3[CH2:33][CH2:32][CH2:31]C[CH2:29]3)[CH:17]=[CH:16][C:14]=2[N:15]=1.[OH-].[Na+]. Product: [CH:28]1([CH2:27][O:26][C:25]2[CH:24]=[CH:23][C:22]([CH2:34][CH2:35][C:36]([OH:38])=[O:37])=[CH:21][C:20]=2[C:18]2[CH:17]=[CH:16][C:14]3[NH:15][C:11](=[S:3])[S:12][C:13]=3[CH:19]=2)[CH2:33][CH2:32][CH2:31][CH2:29]1. The catalyst class is: 47. (5) The catalyst class is: 7. Reactant: [CH2:1]1[C:9]2[C:4](=[CH:5][CH:6]=[CH:7][CH:8]=2)[CH2:3][CH:2]1[NH:10][C:11]1[N:12]=[CH:13][C:14]2[CH2:20][N:19]([C:21]([C:23]3[CH:28]=[CH:27][C:26]([C:29]#[C:30][Si](C)(C)C)=[CH:25][N:24]=3)=[O:22])[CH2:18][CH2:17][C:15]=2[N:16]=1. Product: [C:29]([C:26]1[CH:27]=[CH:28][C:23]([C:21]([N:19]2[CH2:18][CH2:17][C:15]3[N:16]=[C:11]([NH:10][CH:2]4[CH2:1][C:9]5[C:4](=[CH:5][CH:6]=[CH:7][CH:8]=5)[CH2:3]4)[N:12]=[CH:13][C:14]=3[CH2:20]2)=[O:22])=[N:24][CH:25]=1)#[CH:30]. (6) Product: [CH:12]#[C:17][CH:1]([OH:7])[CH2:2][CH2:3][CH2:4][CH2:5][CH3:6]. Reactant: [CH:1](=[O:7])[CH2:2][CH2:3][CH2:4][CH2:5][CH3:6].[C-]#[C-].[Na+].[Na+].[C:12]1(C)C(C)=CC=C[CH:17]=1. The catalyst class is: 7. (7) Reactant: [NH2:1][C:2]1[S:3][CH:4]=[CH:5][C:6]=1[C:7]([O:9]C)=O.[CH:11]([NH2:13])=O. Product: [N:1]1[C:2]2[S:3][CH:4]=[CH:5][C:6]=2[C:7](=[O:9])[NH:13][CH:11]=1. The catalyst class is: 2. (8) Reactant: CO[C:3]1[CH:8]=[CH:7][C:6]([CH:9]([N:12](C)C)CN)=[CH:5][CH:4]=1.C([O:19]C1C(OC)=CC(C(O)=O)=CC=1OC)CCC.C(N(C(C)C)CC)(C)C.C[NH3+].F[P-](F)(F)(F)(F)F.N1(OC(N(C)C)=[N+](C)C)C2N=CC=CC=2N=N1.F[P-](F)(F)(F)(F)F. Product: [C:9]([NH2:12])(=[O:19])[C:6]1[CH:7]=[CH:8][CH:3]=[CH:4][CH:5]=1. The catalyst class is: 3. (9) Reactant: P(Cl)(Cl)([Cl:3])=O.Cl.[F:7][C:8]1[CH:9]=[C:10]([CH:32]=[CH:33][CH:34]=1)[CH2:11][N:12]1[C:16]2=[C:17]([N:21]3[CH2:30][CH2:29][C:28]4[C:23](=[CH:24][CH:25]=[CH:26][CH:27]=4)[CH2:22]3)[N:18]=[CH:19][CH:20]=[C:15]2[CH:14]=[C:13]1[CH3:31].[C:35](=O)(O)[O-:36].[Na+]. Product: [ClH:3].[CH2:22]1[C:23]2[C:28](=[CH:27][CH:26]=[CH:25][CH:24]=2)[CH2:29][CH2:30][N:21]1[C:17]1[N:18]=[CH:19][CH:20]=[C:15]2[C:14]([CH:35]=[O:36])=[C:13]([CH3:31])[N:12]([CH2:11][C:10]3[CH:32]=[CH:33][CH:34]=[C:8]([F:7])[CH:9]=3)[C:16]=12. The catalyst class is: 9.